From a dataset of Catalyst prediction with 721,799 reactions and 888 catalyst types from USPTO. Predict which catalyst facilitates the given reaction. (1) Reactant: C([N:8]1[CH2:14][CH:13]2[N:15]([CH2:16][C@H:17]([NH:28][C:29](=[O:32])[O:30][CH3:31])[CH2:18][O:19][C:20]3[CH:25]=[CH:24][C:23]([C:26]#[N:27])=[CH:22][CH:21]=3)[CH:10]([CH2:11][CH2:12]2)[CH2:9]1)C1C=CC=CC=1.Cl. Product: [C:26]([C:23]1[CH:22]=[CH:21][C:20]([O:19][CH2:18][C@@H:17]([NH:28][C:29](=[O:32])[O:30][CH3:31])[CH2:16][N:15]2[CH:10]3[CH2:11][CH2:12][CH:13]2[CH2:14][NH:8][CH2:9]3)=[CH:25][CH:24]=1)#[N:27]. The catalyst class is: 43. (2) Reactant: Br[C:2]1[CH:3]=[C:4]([N:24]([CH2:31][CH3:32])[CH:25]2[CH2:30][CH2:29][O:28][CH2:27][CH2:26]2)[C:5]([CH3:23])=[C:6]([CH:22]=1)[C:7]([NH:9][CH2:10][C:11]1[C:12](=[O:21])[NH:13][C:14]([CH3:20])=[CH:15][C:16]=1[CH:17]([CH3:19])[CH3:18])=[O:8].CC1(C)OB([C:39]2[CH:40]=[CH:41][C:42]([CH2:45][OH:46])=[N:43][CH:44]=2)OC1(C)C.C(=O)([O-])[O-].[Na+].[Na+].C(OCC)(=O)C. Product: [CH2:31]([N:24]([CH:25]1[CH2:30][CH2:29][O:28][CH2:27][CH2:26]1)[C:4]1[C:5]([CH3:23])=[C:6]([CH:22]=[C:2]([C:39]2[CH:44]=[N:43][C:42]([CH2:45][OH:46])=[CH:41][CH:40]=2)[CH:3]=1)[C:7]([NH:9][CH2:10][C:11]1[C:12](=[O:21])[NH:13][C:14]([CH3:20])=[CH:15][C:16]=1[CH:17]([CH3:19])[CH3:18])=[O:8])[CH3:32]. The catalyst class is: 70.